Predict the reaction yield, written as a fraction of the theoretical maximum amount of product (1.0 means a 100% yield; for example, 0.34 means a 34% yield). From a dataset of Reaction yield outcomes from USPTO patents with 853,638 reactions. (1) The reactants are [CH3:1][O:2][C:3]([C:5]1[CH:10]=[CH:9][C:8]([C:11]2[CH:16]=[CH:15][C:14]([Cl:17])=[CH:13][CH:12]=2)=[C:7]([CH3:18])[CH:6]=1)=[O:4].C(OOC(=O)C1C=CC=CC=1)(=O)C1C=CC=CC=1.[Br:37]N1C(=O)CCC1=O. The catalyst is C(Cl)(Cl)(Cl)Cl.ClCCl. The product is [CH3:1][O:2][C:3]([C:5]1[CH:10]=[CH:9][C:8]([C:11]2[CH:16]=[CH:15][C:14]([Cl:17])=[CH:13][CH:12]=2)=[C:7]([CH2:18][Br:37])[CH:6]=1)=[O:4]. The yield is 0.530. (2) The reactants are [C:1]([O:5][C:6]([N:8]1[C@@H:12]([CH2:13][C:14]2[CH:19]=[CH:18][CH:17]=[CH:16][CH:15]=2)[C@H:11]([CH2:20][CH2:21][C:22](O)=[O:23])[O:10][C:9]1([CH3:26])[CH3:25])=[O:7])([CH3:4])([CH3:3])[CH3:2].[CH2:27]([NH2:35])[CH2:28][C:29]1[CH:34]=[CH:33][CH:32]=[CH:31][CH:30]=1.O.ON1C2C=CC=CC=2N=N1.CN1CCOCC1.Cl.CN(C)CCCN=C=NCC.C(=O)([O-])O.[Na+]. The catalyst is CN(C=O)C. The product is [C:1]([O:5][C:6]([N:8]1[C@@H:12]([CH2:13][C:14]2[CH:15]=[CH:16][CH:17]=[CH:18][CH:19]=2)[C@H:11]([CH2:20][CH2:21][C:22](=[O:23])[NH:35][CH2:27][CH2:28][C:29]2[CH:34]=[CH:33][CH:32]=[CH:31][CH:30]=2)[O:10][C:9]1([CH3:26])[CH3:25])=[O:7])([CH3:4])([CH3:2])[CH3:3]. The yield is 0.971. (3) The reactants are [CH2:1]([N:7]1[C:14](=[O:15])[CH:13]2[CH:9](N=N[C:12]2([CH:25]([CH3:27])[CH3:26])[C:16]2[CH:21]=[CH:20][CH:19]=[C:18]([N+:22]([O-:24])=[O:23])[CH:17]=2)[C:8]1=[O:28])[CH2:2][CH2:3][CH2:4][CH2:5][CH3:6]. The catalyst is O1CCOCC1. The product is [CH2:1]([N:7]1[C:14](=[O:15])[CH:13]2[CH:9]([C:12]2([CH:25]([CH3:27])[CH3:26])[C:16]2[CH:21]=[CH:20][CH:19]=[C:18]([N+:22]([O-:24])=[O:23])[CH:17]=2)[C:8]1=[O:28])[CH2:2][CH2:3][CH2:4][CH2:5][CH3:6]. The yield is 1.00. (4) The reactants are [Cl-].O[NH3+:3].[C:4](=[O:7])([O-])[OH:5].[Na+].CS(C)=O.[CH2:13]([C:17]1[N:18]=[C:19]([CH3:48])[N:20]([C:39]2[CH:44]=[CH:43][CH:42]=[C:41]([CH:45]3[CH2:47][CH2:46]3)[CH:40]=2)[C:21](=[O:38])[C:22]=1[CH2:23][C:24]1[CH:29]=[CH:28][C:27]([C:30]2[C:31]([C:36]#[N:37])=[CH:32][CH:33]=[CH:34][CH:35]=2)=[CH:26][CH:25]=1)[CH2:14][CH2:15][CH3:16]. The catalyst is O.C(OCC)(=O)C. The product is [CH2:13]([C:17]1[N:18]=[C:19]([CH3:48])[N:20]([C:39]2[CH:44]=[CH:43][CH:42]=[C:41]([CH:45]3[CH2:46][CH2:47]3)[CH:40]=2)[C:21](=[O:38])[C:22]=1[CH2:23][C:24]1[CH:25]=[CH:26][C:27]([C:30]2[CH:35]=[CH:34][CH:33]=[CH:32][C:31]=2[C:36]2[NH:3][C:4](=[O:7])[O:5][N:37]=2)=[CH:28][CH:29]=1)[CH2:14][CH2:15][CH3:16]. The yield is 0.470. (5) The reactants are C(OC([N:11]1[C:16](=[O:17])[CH2:15][CH2:14][C:13]([NH2:19])([CH3:18])[C:12]1=[O:20])=O)C1C=CC=CC=1.[ClH:21].[H][H].O. The catalyst is C(O)C.[Pd]. The product is [ClH:21].[NH2:19][C:13]1([CH3:18])[CH2:14][CH2:15][C:16](=[O:17])[NH:11][C:12]1=[O:20]. The yield is 0.930. (6) The reactants are [C:1]12([NH:11][CH2:12][C:13]3[CH:18]=[CH:17][C:16]([S:19][CH3:20])=[CH:15][CH:14]=3)[CH2:10][CH:5]3[CH2:6][CH:7]([CH2:9][CH:3]([CH2:4]3)[CH2:2]1)[CH2:8]2.C1C=C(Cl)C=C(C(OO)=[O:29])C=1. No catalyst specified. The product is [C:1]12([NH:11][CH2:12][C:13]3[CH:14]=[CH:15][C:16]([S:19]([CH3:20])=[O:29])=[CH:17][CH:18]=3)[CH2:10][CH:5]3[CH2:4][CH:3]([CH2:9][CH:7]([CH2:6]3)[CH2:8]1)[CH2:2]2. The yield is 0.900. (7) The reactants are [Br:1][C:2]1[CH:3]=[C:4]([N:13]([CH:19]2[CH2:24][CH2:23][O:22][CH2:21][CH2:20]2)[CH2:14][C:15]([F:18])([F:17])[F:16])[C:5]([CH3:12])=[C:6]([CH:11]=1)[C:7](OC)=[O:8].CN(C(ON1N=NC2C=CC=NC1=2)=[N+](C)C)C.F[P-](F)(F)(F)(F)F.CCN(C(C)C)C(C)C.[NH2:58][CH2:59][C:60]1[C:61](=[O:68])[NH:62][C:63]([CH3:67])=[CH:64][C:65]=1[CH3:66]. The catalyst is CN(C=O)C. The product is [Br:1][C:2]1[CH:3]=[C:4]([N:13]([CH:19]2[CH2:20][CH2:21][O:22][CH2:23][CH2:24]2)[CH2:14][C:15]([F:16])([F:17])[F:18])[C:5]([CH3:12])=[C:6]([CH:11]=1)[C:7]([NH:58][CH2:59][C:60]1[C:61](=[O:68])[NH:62][C:63]([CH3:67])=[CH:64][C:65]=1[CH3:66])=[O:8]. The yield is 0.740. (8) The reactants are [CH3:1][CH:2]([C:5]1[C:9]([CH:10]=O)=[CH:8][N:7]([C:12]2[CH:17]=[CH:16][C:15]([C:18]([F:21])([F:20])[F:19])=[CH:14][N:13]=2)[N:6]=1)[CH2:3][CH3:4].C(OP([CH2:30][C:31]([O:33][CH2:34][CH3:35])=[O:32])(OCC)=O)C.CN(C)C=O.[H-].[Na+]. The catalyst is O. The product is [CH3:1][CH:2]([C:5]1[C:9](/[CH:10]=[CH:30]/[C:31]([O:33][CH2:34][CH3:35])=[O:32])=[CH:8][N:7]([C:12]2[CH:17]=[CH:16][C:15]([C:18]([F:21])([F:20])[F:19])=[CH:14][N:13]=2)[N:6]=1)[CH2:3][CH3:4]. The yield is 0.950.